From a dataset of Forward reaction prediction with 1.9M reactions from USPTO patents (1976-2016). Predict the product of the given reaction. (1) Given the reactants [NH2:1][CH2:2][CH2:3][CH2:4][CH2:5][CH2:6][CH2:7][OH:8].[CH3:9][C:10]([O:13][C:14](O[C:14]([O:13][C:10]([CH3:12])([CH3:11])[CH3:9])=[O:15])=[O:15])([CH3:12])[CH3:11].C([O-])([O-])=O.[K+].[K+].O1CCOCC1, predict the reaction product. The product is: [OH:8][CH2:7][CH2:6][CH2:5][CH2:4][CH2:3][CH2:2][NH:1][C:14](=[O:15])[O:13][C:10]([CH3:12])([CH3:11])[CH3:9]. (2) Given the reactants F[C:2]1[CH:12]=[CH:11][C:5]([C:6]([O:8][CH2:9][CH3:10])=[O:7])=[CH:4][CH:3]=1.CS(C)=O.Cl.[CH3:18][NH2:19].C(=O)([O-])[O-].[K+].[K+], predict the reaction product. The product is: [CH3:18][NH:19][C:2]1[CH:12]=[CH:11][C:5]([C:6]([O:8][CH2:9][CH3:10])=[O:7])=[CH:4][CH:3]=1. (3) Given the reactants [F:1][C:2]([F:17])([F:16])[C:3]1[CH:4]=[CH:5][C:6]([S:9][CH2:10][CH2:11][CH2:12][C:13]([OH:15])=O)=[N:7][CH:8]=1.[CH3:18][O:19][C:20]1[CH:28]=[CH:27][CH:26]=[CH:25][C:21]=1[CH2:22][NH:23][CH3:24], predict the reaction product. The product is: [CH3:18][O:19][C:20]1[CH:28]=[CH:27][CH:26]=[CH:25][C:21]=1[CH2:22][N:23]([CH3:24])[C:13](=[O:15])[CH2:12][CH2:11][CH2:10][S:9][C:6]1[CH:5]=[CH:4][C:3]([C:2]([F:1])([F:17])[F:16])=[CH:8][N:7]=1. (4) The product is: [Cl:16][C:17]1[CH:18]=[CH:19][C:20]([C:23]2[N:27]([CH:4]3[C:5]4[C:10](=[CH:9][CH:8]=[C:7]([C:12]#[N:13])[CH:6]=4)[O:11][C:2]([CH3:15])([CH3:1])[CH:3]3[OH:14])[CH:26]=[CH:25][N:24]=2)=[CH:21][CH:22]=1. Given the reactants [CH3:1][C:2]1([CH3:15])[O:11][C:10]2[C:5](=[CH:6][C:7]([C:12]#[N:13])=[CH:8][CH:9]=2)[CH:4]2[O:14][CH:3]12.[Cl:16][C:17]1[CH:22]=[CH:21][C:20]([C:23]2[NH:24][CH:25]=[CH:26][N:27]=2)=[CH:19][CH:18]=1, predict the reaction product.